This data is from Forward reaction prediction with 1.9M reactions from USPTO patents (1976-2016). The task is: Predict the product of the given reaction. (1) Given the reactants CCN(CC)CC.Br.[O:9]1[C:14]2[CH:15]=[CH:16][C:17]([OH:19])=[CH:18][C:13]=2[NH:12][CH2:11][CH2:10]1.[C:20](O[C:20]([O:22][C:23]([CH3:26])([CH3:25])[CH3:24])=[O:21])([O:22][C:23]([CH3:26])([CH3:25])[CH3:24])=[O:21].[C:35](N1C=CN=C1)([N:37]1C=CN=C1)=[S:36].N, predict the reaction product. The product is: [C:20](=[O:21])([O:22][C:23]([CH3:26])([CH3:25])[CH3:24])[O:19][C:17]1[CH:16]=[CH:15][C:14]2[O:9][CH2:10][CH2:11][N:12]([C:35]([NH2:37])=[S:36])[C:13]=2[CH:18]=1. (2) Given the reactants Cl.[NH:2]1[CH2:5][CH:4]([OH:6])[CH2:3]1.[OH-].[Na+].[CH:9]1[CH:14]=[CH:13][C:12]([CH2:15][O:16][C:17](Cl)=[O:18])=[CH:11][CH:10]=1, predict the reaction product. The product is: [OH:6][CH:4]1[CH2:5][N:2]([C:17]([O:16][CH2:15][C:12]2[CH:13]=[CH:14][CH:9]=[CH:10][CH:11]=2)=[O:18])[CH2:3]1.